From a dataset of Full USPTO retrosynthesis dataset with 1.9M reactions from patents (1976-2016). Predict the reactants needed to synthesize the given product. (1) Given the product [C:1]([O:5][C:6](=[O:26])[NH:7][C@H:8]([C:18]([N:20]1[CH2:24][CH2:23][C@H:22]([F:25])[CH2:21]1)=[O:19])[C@H:9]([CH:11]1[CH2:16][CH2:15][CH:14]([OH:17])[CH2:13][CH2:12]1)[CH3:10])([CH3:2])([CH3:3])[CH3:4], predict the reactants needed to synthesize it. The reactants are: [C:1]([O:5][C:6](=[O:26])[NH:7][C@H:8]([C:18]([N:20]1[CH2:24][CH2:23][C@H:22]([F:25])[CH2:21]1)=[O:19])[C@H:9]([C:11]1[CH:16]=[CH:15][C:14]([OH:17])=[CH:13][CH:12]=1)[CH3:10])([CH3:4])([CH3:3])[CH3:2].[H][H]. (2) Given the product [CH3:1][N:2]1[C:6]([CH3:7])=[C:5]([C:8]2[CH:9]=[C:10]3[C:14](=[CH:15][CH:16]=2)[N:13]([C:18]2[C:22]4[CH2:23][N:24]([C:27](=[O:29])[CH3:28])[CH2:25][CH2:26][C:21]=4[N:20]([CH:30]4[CH2:34][CH2:33][O:32][CH2:31]4)[N:19]=2)[CH2:12][CH2:11]3)[CH:4]=[N:3]1, predict the reactants needed to synthesize it. The reactants are: [CH3:1][N:2]1[C:6]([CH3:7])=[C:5]([C:8]2[CH:9]=[C:10]3[C:14](=[CH:15][CH:16]=2)[NH:13][CH2:12][CH2:11]3)[CH:4]=[N:3]1.Br[C:18]1[C:22]2[CH2:23][N:24]([C:27](=[O:29])[CH3:28])[CH2:25][CH2:26][C:21]=2[N:20]([CH:30]2[CH2:34][CH2:33][O:32][CH2:31]2)[N:19]=1.COC(C)(C)C.C1(P(C2CCCCC2)C2C=CC=CC=2C2C(OC(C)C)=CC=CC=2OC(C)C)CCCCC1.CC([O-])(C)C.[Na+]. (3) Given the product [NH2:27][C:19]1[CH:18]=[C:17]([C:14]2[CH:15]=[CH:16][C:11]([CH2:10][CH2:9][N:8]([CH2:1][C:2]3[CH:3]=[CH:4][CH:5]=[CH:6][CH:7]=3)[CH2:30][C@@H:31]([C:39]3[CH:40]=[CH:41][CH:42]=[CH:43][CH:44]=3)[O:32][CH:33]3[CH2:38][CH2:37][CH2:36][CH2:35][O:34]3)=[CH:12][CH:13]=2)[CH:22]=[CH:21][C:20]=1[C:23]([O:25][CH3:26])=[O:24], predict the reactants needed to synthesize it. The reactants are: [CH2:1]([N:8]([CH2:30][C@@H:31]([C:39]1[CH:44]=[CH:43][CH:42]=[CH:41][CH:40]=1)[O:32][CH:33]1[CH2:38][CH2:37][CH2:36][CH2:35][O:34]1)[CH2:9][CH2:10][C:11]1[CH:16]=[CH:15][C:14]([C:17]2[CH:22]=[CH:21][C:20]([C:23]([O:25][CH3:26])=[O:24])=[C:19]([N+:27]([O-])=O)[CH:18]=2)=[CH:13][CH:12]=1)[C:2]1[CH:7]=[CH:6][CH:5]=[CH:4][CH:3]=1.[Cl-].[NH4+]. (4) Given the product [OH:8][C:9]1[N:13]([CH:14]([CH3:15])[CH3:16])[N:12]=[C:11]([C:17]([O:19][CH3:20])=[O:18])[CH:10]=1, predict the reactants needed to synthesize it. The reactants are: C([O:8][C:9]1[N:13]([CH:14]([CH3:16])[CH3:15])[N:12]=[C:11]([C:17]([O:19][CH3:20])=[O:18])[CH:10]=1)C1C=CC=CC=1. (5) Given the product [F:39][C:38]([F:41])([F:40])[C:36]([OH:42])=[O:37].[F:39][C:38]([F:41])([F:40])[C:36]([OH:42])=[O:37].[C:27]1([S:24]([N:19]2[C:20]3[C:16](=[C:15]([CH2:14][N:11]4[CH2:12][CH2:13][NH:8][CH:9]([CH2:33][OH:34])[CH2:10]4)[CH:23]=[CH:22][CH:21]=3)[CH:17]=[CH:18]2)(=[O:26])=[O:25])[CH:28]=[CH:29][CH:30]=[CH:31][CH:32]=1, predict the reactants needed to synthesize it. The reactants are: C(OC([N:8]1[CH2:13][CH2:12][N:11]([CH2:14][C:15]2[CH:23]=[CH:22][CH:21]=[C:20]3[C:16]=2[CH:17]=[CH:18][N:19]3[S:24]([C:27]2[CH:32]=[CH:31][CH:30]=[CH:29][CH:28]=2)(=[O:26])=[O:25])[CH2:10][CH:9]1[C:33](O)=[O:34])=O)(C)(C)C.[C:36]([OH:42])([C:38]([F:41])([F:40])[F:39])=[O:37].O. (6) Given the product [CH2:55]([N:62]1[CH2:66][CH2:65][CH:64]([CH2:67][N:68]([CH3:69])[C:7](=[O:9])[C:6]([CH:1]2[CH2:2][CH2:3][CH2:4][CH2:5]2)([OH:16])[C:10]2[CH:15]=[CH:14][CH:13]=[CH:12][CH:11]=2)[CH2:63]1)[C:56]1[CH:61]=[CH:60][CH:59]=[CH:58][CH:57]=1, predict the reactants needed to synthesize it. The reactants are: [CH:1]1([C:6]([OH:16])([C:10]2[CH:15]=[CH:14][CH:13]=[CH:12][CH:11]=2)[C:7]([OH:9])=O)[CH2:5][CH2:4][CH2:3][CH2:2]1.OC1C2N=NNC=2C=CC=1.Cl.CN(C)CCCN=C=NCC.CN(C1C=CC=CN=1)C.CN1CCOCC1.[CH2:55]([N:62]1[CH2:66][CH2:65][CH:64]([CH2:67][NH:68][CH3:69])[CH2:63]1)[C:56]1[CH:61]=[CH:60][CH:59]=[CH:58][CH:57]=1. (7) Given the product [CH:20]([C:10]1[NH:9][C:8]([C:4]2[CH:3]=[C:2]([C:34]3[CH:35]=[CH:36][C:37]([CH2:32][C:31]([NH:30][CH:27]4[CH2:26][CH2:25][N:24]([CH3:23])[CH2:29][CH2:28]4)=[O:47])=[CH:49][CH:33]=3)[CH:7]=[CH:6][CH:5]=2)=[C:12]([C:13]2[CH:18]=[CH:17][CH:16]=[C:15]([CH3:19])[N:14]=2)[N:11]=1)([CH3:22])[CH3:21], predict the reactants needed to synthesize it. The reactants are: Br[C:2]1[CH:3]=[C:4]([C:8]2[N:9]=[C:10]([CH:20]([CH3:22])[CH3:21])[NH:11][C:12]=2[C:13]2[CH:18]=[CH:17][CH:16]=[C:15]([CH3:19])[N:14]=2)[CH:5]=[CH:6][CH:7]=1.[CH3:23][N:24]1[CH2:29][CH2:28][CH:27]([NH:30][C:31](=[O:47])[C:32]2[CH:37]=[CH:36][C:35](B3OC(C)(C)C(C)(C)O3)=[CH:34][CH:33]=2)[CH2:26][CH2:25]1.O.[CH3:49]OCCOC. (8) Given the product [CH3:1][O:2][C:3]1[CH:4]=[C:5]([NH:11][C:12]([NH:14][C:15]2[CH:16]=[CH:17][C:18]([O:25][CH:26]([C:34]3[CH:39]=[CH:38][CH:37]=[CH:36][C:35]=3[Cl:40])[C:27]3[CH:32]=[CH:31][C:30]([F:33])=[CH:29][CH:28]=3)=[C:19]([CH:24]=2)[C:20]([OH:22])=[O:21])=[O:13])[CH:6]=[CH:7][C:8]=1[O:9][CH3:10], predict the reactants needed to synthesize it. The reactants are: [CH3:1][O:2][C:3]1[CH:4]=[C:5]([NH:11][C:12]([NH:14][C:15]2[CH:16]=[CH:17][C:18]([O:25][CH:26]([C:34]3[CH:39]=[CH:38][CH:37]=[CH:36][C:35]=3[Cl:40])[C:27]3[CH:32]=[CH:31][C:30]([F:33])=[CH:29][CH:28]=3)=[C:19]([CH:24]=2)[C:20]([O:22]C)=[O:21])=[O:13])[CH:6]=[CH:7][C:8]=1[O:9][CH3:10].[OH-].[Na+].O.Cl. (9) The reactants are: C([O:3][C@@H](CC1C=CC(OCCC2N=C(C3C=CC=CC=3)OC=2C)=C(OC)C=1)C(O)=O)C.C([C@H]1COC(=O)N1C(=O)[C@@H](OC)[C@H](O)C1C=CC(OCCC2N=C(C3C=CC=CC=3)OC=2C)=C2C=1CCC2)C1C=CC=CC=1.C([SiH](CC)CC)C.C([C@H]1COC(=O)N1[C:96](=[O:125])[C@@H:97]([O:123][CH3:124])[CH2:98][C:99]1[CH:107]=[CH:106][C:105]([O:108][CH2:109][CH2:110][C:111]2[N:112]=[C:113]([C:117]3[CH:122]=[CH:121][CH:120]=[CH:119][CH:118]=3)[O:114][C:115]=2[CH3:116])=[C:104]2[C:100]=1[CH2:101][CH2:102][CH2:103]2)C1C=CC=CC=1.[OH-].[Na+]. Given the product [CH3:124][O:123][C@@H:97]([CH2:98][C:99]1[CH:107]=[CH:106][C:105]([O:108][CH2:109][CH2:110][C:111]2[N:112]=[C:113]([C:117]3[CH:122]=[CH:121][CH:120]=[CH:119][CH:118]=3)[O:114][C:115]=2[CH3:116])=[C:104]2[C:100]=1[CH2:101][CH2:102][CH2:103]2)[C:96]([OH:3])=[O:125], predict the reactants needed to synthesize it. (10) Given the product [CH3:9][C:10]1[CH:15]=[CH:14][C:13]([S:16]([NH:19][N:20]=[C:4]2[CH2:5][CH2:6][CH2:7][O:1][CH2:2][CH2:3]2)(=[O:18])=[O:17])=[CH:12][CH:11]=1, predict the reactants needed to synthesize it. The reactants are: [O:1]1[CH2:7][CH2:6][CH2:5][C:4](=O)[CH2:3][CH2:2]1.[CH3:9][C:10]1[CH:15]=[CH:14][C:13]([S:16]([NH:19][NH2:20])(=[O:18])=[O:17])=[CH:12][CH:11]=1.